From a dataset of Full USPTO retrosynthesis dataset with 1.9M reactions from patents (1976-2016). Predict the reactants needed to synthesize the given product. (1) Given the product [Br:11][C:3]1[C:4]2[S:8][CH:7]=[N:6][C:5]=2[CH:9]=[CH:10][C:2]=1[NH2:1], predict the reactants needed to synthesize it. The reactants are: [NH2:1][C:2]1[CH:10]=[CH:9][C:5]2[N:6]=[CH:7][S:8][C:4]=2[CH:3]=1.[Br:11]Br.CCOC(C)=O.CCCCCC. (2) Given the product [F:1][C:2]([F:8])([F:7])[CH2:3][C:4]([NH:17][CH2:16][C:13]1[CH:14]=[CH:15][C:10]([F:9])=[CH:11][C:12]=1[C:18]([F:21])([F:19])[F:20])=[O:5], predict the reactants needed to synthesize it. The reactants are: [F:1][C:2]([F:8])([F:7])[CH2:3][C:4](O)=[O:5].[F:9][C:10]1[CH:15]=[CH:14][C:13]([CH2:16][NH2:17])=[C:12]([C:18]([F:21])([F:20])[F:19])[CH:11]=1. (3) Given the product [CH3:29][C:10]1([CH3:28])[CH2:9][NH:8][CH2:13][CH2:12][N:11]1[CH2:14][C:15]1[CH:16]=[C:17]([C:21]2[CH:26]=[CH:25][N:24]=[C:23]([NH:30][CH2:31][CH2:32][C:33]3[CH:38]=[CH:37][C:36]([OH:39])=[CH:35][CH:34]=3)[N:22]=2)[CH:18]=[CH:19][CH:20]=1, predict the reactants needed to synthesize it. The reactants are: C(OC([N:8]1[CH2:13][CH2:12][N:11]([CH2:14][C:15]2[CH:20]=[CH:19][CH:18]=[C:17]([C:21]3[CH:26]=[CH:25][N:24]=[C:23](Cl)[N:22]=3)[CH:16]=2)[C:10]([CH3:29])([CH3:28])[CH2:9]1)=O)(C)(C)C.[NH2:30][CH2:31][CH2:32][C:33]1[CH:38]=[CH:37][C:36]([OH:39])=[CH:35][CH:34]=1. (4) Given the product [Cl:1][C:2]1[CH:7]=[CH:6][CH:5]=[CH:4][C:3]=1[C:8]1[C:12]([C:13]2[N:17]([CH2:18][O:19][CH2:20][CH2:21][Si:22]([CH3:25])([CH3:24])[CH3:23])[CH:16]=[N:15][N:14]=2)=[CH:11][N:10]([C:26]2[C:31]([CH3:32])=[CH:30][N:29]=[C:28]([NH2:33])[CH:27]=2)[N:9]=1, predict the reactants needed to synthesize it. The reactants are: [Cl:1][C:2]1[CH:7]=[CH:6][CH:5]=[CH:4][C:3]=1[C:8]1[C:12]([C:13]2[N:17]([CH2:18][O:19][CH2:20][CH2:21][Si:22]([CH3:25])([CH3:24])[CH3:23])[CH:16]=[N:15][N:14]=2)=[CH:11][N:10]([C:26]2[C:31]([CH3:32])=[CH:30][N:29]=[C:28]([N:33](COCC[Si](C)(C)C)C(=O)C)[CH:27]=2)[N:9]=1.[OH-].[Na+]. (5) Given the product [CH3:18][C:17]1[CH:16]=[CH:15][C:10]([C:11]([O:13][CH3:14])=[O:12])=[CH:9][C:8]=1[C:25]1[NH:29][C:28]([CH:30]2[CH2:35][CH2:34][O:33][CH2:32][CH2:31]2)=[N:27][C:26]=1[C:36]([F:39])([F:38])[F:37], predict the reactants needed to synthesize it. The reactants are: C(C1N=C(C2(C)COC2)NC=1[C:8]1[CH:9]=[C:10]([CH:15]=[CH:16][C:17]=1[CH3:18])[C:11]([O:13][CH3:14])=[O:12])#N.I[C:25]1[NH:29][C:28]([CH:30]2[CH2:35][CH2:34][O:33][CH2:32][CH2:31]2)=[N:27][C:26]=1[C:36]([F:39])([F:38])[F:37].IC1NC(C2(C)COC2)=NC=1C#N. (6) Given the product [CH:1]1([N:5]2[CH2:11][CH2:10][C:9]3[CH:12]=[CH:13][C:14]([CH:16]4[CH2:17][CH2:18][NH:19][CH2:20][CH2:21]4)=[CH:15][C:8]=3[CH2:7][CH2:6]2)[CH2:4][CH2:3][CH2:2]1, predict the reactants needed to synthesize it. The reactants are: [CH:1]1([N:5]2[CH2:11][CH2:10][C:9]3[CH:12]=[CH:13][C:14]([C:16]4[CH2:17][CH2:18][N:19](C(OCC5C=CC=CC=5)=O)[CH2:20][CH:21]=4)=[CH:15][C:8]=3[CH2:7][CH2:6]2)[CH2:4][CH2:3][CH2:2]1. (7) Given the product [O:14]=[C:13]1[N:12]2[CH:15]=[CH:16][CH:17]=[CH:18][C:11]2=[N:10][C:9]([NH:19][CH2:20][CH2:21][CH3:22])=[C:8]1[C:5]1[CH:6]=[CH:7][C:2]([NH:45][CH:46]2[CH2:50][CH2:49][N:48]([C:51]([O:53][C:54]([CH3:57])([CH3:56])[CH3:55])=[O:52])[CH2:47]2)=[CH:3][CH:4]=1, predict the reactants needed to synthesize it. The reactants are: Cl[C:2]1[CH:7]=[CH:6][C:5]([C:8]2[C:13](=[O:14])[N:12]3[CH:15]=[CH:16][CH:17]=[CH:18][C:11]3=[N:10][C:9]=2[NH:19][CH2:20][CH2:21][CH3:22])=[CH:4][CH:3]=1.C(C1N=C2C=CC=CN2C(=O)C=1C1C=CC(Cl)=CC=1)CCC.[NH2:45][CH:46]1[CH2:50][CH2:49][N:48]([C:51]([O:53][C:54]([CH3:57])([CH3:56])[CH3:55])=[O:52])[CH2:47]1.NC1CCCN(C(OC(C)(C)C)=O)C1.